This data is from Reaction yield outcomes from USPTO patents with 853,638 reactions. The task is: Predict the reaction yield, written as a fraction of the theoretical maximum amount of product (1.0 means a 100% yield; for example, 0.34 means a 34% yield). (1) The reactants are [CH2:1]([O:8][C:9]1[C:14](=[O:15])[CH:13]=[CH:12]O[C:10]=1[CH3:16])[C:2]1[CH:7]=[CH:6][CH:5]=[CH:4][CH:3]=1.[F:17][CH:18]([F:21])[CH2:19][NH2:20].Cl.C(N(CC)CC)C. The catalyst is N1C=CC=CC=1. The product is [CH2:1]([O:8][C:9]1[C:14](=[O:15])[CH:13]=[CH:12][N:20]([CH2:19][CH:18]([F:21])[F:17])[C:10]=1[CH3:16])[C:2]1[CH:3]=[CH:4][CH:5]=[CH:6][CH:7]=1. The yield is 0.600. (2) The reactants are [Br:1][CH:2](Br)[C:3]([C:5]1[CH:10]=[CH:9][C:8]([N:11]2[CH2:16][CH2:15][CH2:14][CH2:13][CH2:12]2)=[CH:7][CH:6]=1)=[O:4].C(OP([O-])OCC)C.C(N(CC)CC)C. The catalyst is O1CCCC1. The product is [Br:1][CH2:2][C:3]([C:5]1[CH:10]=[CH:9][C:8]([N:11]2[CH2:16][CH2:15][CH2:14][CH2:13][CH2:12]2)=[CH:7][CH:6]=1)=[O:4]. The yield is 1.00.